Dataset: Antibody developability classification from SAbDab with 2,409 antibodies. Task: Regression/Classification. Given an antibody's heavy chain and light chain sequences, predict its developability. TAP uses regression for 5 developability metrics; SAbDab uses binary classification. The antibody is ['QVQLQQSGAELMKPGASVKISCTATGYTFITYWIQWVKQRPGHGLEWIGETLPGSGSTNYNEKFKGKATFTADTSSNTAYMQLSSLTSEDSAIYYCARIGRSNDYWGQGTTLTVSS', 'QIVLTQSPTIMSASPGEKVTMTCSASSSVDYMHWYQQKSGTSPKRWIYDTYKLASGVPARFSGSGSGTSYSLTINSMEAEDAATYYCQQWSSNPLTFGAGTKLELK']. Result: 0 (not developable).